From a dataset of Forward reaction prediction with 1.9M reactions from USPTO patents (1976-2016). Predict the product of the given reaction. (1) Given the reactants [C:1]([O:5][C:6](=[O:27])[NH:7][CH2:8][CH2:9][C@H:10]([N:12]1[CH2:17][CH2:16][CH:15]([NH:18][C:19]2[CH:24]=[CH:23][C:22]([O:25][CH3:26])=[CH:21][CH:20]=2)[CH2:14][CH2:13]1)[CH3:11])([CH3:4])([CH3:3])[CH3:2].Br[CH2:29][C:30]1[N:35]=[C:34]([C:36]#[N:37])[CH:33]=[CH:32][CH:31]=1.CCN(C(C)C)C(C)C, predict the reaction product. The product is: [C:1]([O:5][C:6](=[O:27])[NH:7][CH2:8][CH2:9][C@H:10]([N:12]1[CH2:17][CH2:16][CH:15]([N:18]([CH2:29][C:30]2[CH:31]=[CH:32][CH:33]=[C:34]([C:36]#[N:37])[N:35]=2)[C:19]2[CH:20]=[CH:21][C:22]([O:25][CH3:26])=[CH:23][CH:24]=2)[CH2:14][CH2:13]1)[CH3:11])([CH3:4])([CH3:2])[CH3:3]. (2) Given the reactants Cl.[CH:2]1([C:5]([NH2:7])=[NH:6])[CH2:4][CH2:3]1.[C:8]([CH2:10][C:11](OCC)=[O:12])#[N:9].CO.C[O-].[Na+], predict the reaction product. The product is: [NH2:9][C:8]1[N:7]=[C:5]([CH:2]2[CH2:4][CH2:3]2)[N:6]=[C:11]([OH:12])[CH:10]=1. (3) The product is: [ClH:1].[NH2:24][C@@H:19]([C:20]([CH3:21])([CH3:23])[CH3:22])[C:18]([N:14]1[CH2:15][C@@H:16]([CH3:17])[C@H:12]2[O:11][CH2:10][C@H:9]([OH:8])[C@@H:13]12)=[O:32]. Given the reactants [ClH:1].O1CCOCC1.[OH:8][C@@H:9]1[C@H:13]2[N:14]([C:18](=[O:32])[C@@H:19]([NH:24]C(=O)OC(C)(C)C)[C:20]([CH3:23])([CH3:22])[CH3:21])[CH2:15][C@@H:16]([CH3:17])[C@H:12]2[O:11][CH2:10]1, predict the reaction product. (4) Given the reactants C[O:2][C:3](=O)[C:4]1[CH:9]=[CH:8][C:7]([O:10][CH2:11][C:12]2[C:13]([C:18]3[CH:23]=[CH:22][CH:21]=[CH:20][C:19]=3[F:24])=[N:14][O:15][C:16]=2[CH3:17])=[N:6][CH:5]=1.[F:26][C:27]([F:34])([C:30]([F:33])([F:32])[F:31])[CH2:28][NH2:29], predict the reaction product. The product is: [F:24][C:19]1[CH:20]=[CH:21][CH:22]=[CH:23][C:18]=1[C:13]1[C:12]([CH2:11][O:10][C:7]2[CH:8]=[CH:9][C:4]([C:3]([NH:29][CH2:28][C:27]([F:34])([F:26])[C:30]([F:33])([F:32])[F:31])=[O:2])=[CH:5][N:6]=2)=[C:16]([CH3:17])[O:15][N:14]=1. (5) The product is: [Cl:1][C:2]1[CH:7]=[CH:6][C:5]([C:8]2[CH:13]=[C:12]([C:14]([F:17])([F:16])[F:15])[N:11]=[C:10]([N:18]3[CH:22]=[C:21]([Sn:35]([CH2:36][CH2:37][CH2:38][CH3:39])([CH2:40][CH2:41][CH2:42][CH3:43])[CH2:31][CH2:32][CH2:33][CH3:34])[N:20]=[CH:19]3)[N:9]=2)=[CH:4][CH:3]=1. Given the reactants [Cl:1][C:2]1[CH:7]=[CH:6][C:5]([C:8]2[CH:13]=[C:12]([C:14]([F:17])([F:16])[F:15])[N:11]=[C:10]([N:18]3[CH:22]=[C:21](I)[N:20]=[CH:19]3)[N:9]=2)=[CH:4][CH:3]=1.[Cl-].[Li+].C([Mg]Cl)(C)C.[CH2:31]([Sn:35](Cl)([CH2:40][CH2:41][CH2:42][CH3:43])[CH2:36][CH2:37][CH2:38][CH3:39])[CH2:32][CH2:33][CH3:34].[Cl-].[NH4+], predict the reaction product. (6) Given the reactants [C:1]([N:4]1C2C=CC=CC=2C2C1=CC=CC=2)(=[O:3])[CH3:2].Cl[C:18]1[CH:19]=[CH:20][C:21]2[NH:22][C:23]3[C:28]([C:29]=2[CH:30]=1)=[CH:27][C:26](Cl)=[CH:25][CH:24]=3, predict the reaction product. The product is: [C:1]([NH:4][C:20]1[C:21]2[NH:22][C:23]3[C:28](=[CH:27][CH:26]=[CH:25][CH:24]=3)[C:29]=2[CH:30]=[CH:18][CH:19]=1)(=[O:3])[CH3:2]. (7) Given the reactants [CH2:1]([C@@H:3]1[CH2:24][O:23][C:6]2=[C:7]3[C:12](=[CH:13][CH:14]=[C:5]2[NH:4]1)[N:11]=[C:10]([O:15][CH:16]([CH3:18])[CH3:17])[CH:9]=[C:8]3[C:19]([F:22])([F:21])[F:20])[CH3:2].[BH3-]C#N.[Na+].C(O[CH:32](O)[C:33]([F:36])([F:35])[F:34])C, predict the reaction product. The product is: [CH2:1]([C@@H:3]1[CH2:24][O:23][C:6]2=[C:7]3[C:12](=[CH:13][CH:14]=[C:5]2[N:4]1[CH2:32][C:33]([F:36])([F:35])[F:34])[N:11]=[C:10]([O:15][CH:16]([CH3:18])[CH3:17])[CH:9]=[C:8]3[C:19]([F:21])([F:22])[F:20])[CH3:2].